This data is from Forward reaction prediction with 1.9M reactions from USPTO patents (1976-2016). The task is: Predict the product of the given reaction. (1) Given the reactants [CH3:1][O:2][C:3]1[CH:8]=[CH:7][C:6]([N+:9]([O-])=O)=[CH:5][C:4]=1[NH:12][C:13](=[O:21])[CH2:14][N:15]1[CH2:20][CH2:19][O:18][CH2:17][CH2:16]1, predict the reaction product. The product is: [NH2:9][C:6]1[CH:7]=[CH:8][C:3]([O:2][CH3:1])=[C:4]([NH:12][C:13](=[O:21])[CH2:14][N:15]2[CH2:20][CH2:19][O:18][CH2:17][CH2:16]2)[CH:5]=1. (2) Given the reactants [Cl:1][C:2]1[CH:7]=[CH:6][C:5]([NH:8][C:9]([NH:11][CH:12]2[CH2:17][CH2:16][CH2:15][CH2:14][CH2:13]2)=[O:10])=[CH:4][C:3]=1[C:18]1[CH:23]=[CH:22][C:21]([C:24](O)=[O:25])=[CH:20][CH:19]=1.[CH2:27]([S:30]([N:33]1[CH2:38][CH2:37][N:36]([CH2:39][C:40]2[CH:45]=[CH:44][C:43]([NH2:46])=[CH:42][CH:41]=2)[CH2:35][CH2:34]1)(=[O:32])=[O:31])[CH2:28][CH3:29].CN(C(ON1N=NC2C=CC=CC1=2)=[N+](C)C)C.F[P-](F)(F)(F)(F)F.CN1CCOCC1, predict the reaction product. The product is: [CH2:27]([S:30]([N:33]1[CH2:38][CH2:37][N:36]([CH2:39][C:40]2[CH:41]=[CH:42][C:43]([NH:46][C:24]([C:21]3[CH:22]=[CH:23][C:18]([C:3]4[CH:4]=[C:5]([NH:8][C:9]([NH:11][CH:12]5[CH2:13][CH2:14][CH2:15][CH2:16][CH2:17]5)=[O:10])[CH:6]=[CH:7][C:2]=4[Cl:1])=[CH:19][CH:20]=3)=[O:25])=[CH:44][CH:45]=2)[CH2:35][CH2:34]1)(=[O:31])=[O:32])[CH2:28][CH3:29]. (3) Given the reactants Cl.[CH:2]1([C:7]2[CH:11]=[C:10]([NH:12][C:13]3[C:14]4[CH2:30][CH2:29][CH2:28][C:15]=4[N:16]=[C:17]([N:19]4[CH2:23][C@H:22]([OH:24])[CH2:21][C@H:20]4[C:25]([OH:27])=O)[N:18]=3)[NH:9][N:8]=2)[CH2:6][CH2:5][CH2:4][CH2:3]1.[Cl-].[CH3:32][NH2+:33][CH3:34].CCN=C=NCCCN(C)C.Cl.C1C=CC2N(O)N=NC=2C=1.CCN(C(C)C)C(C)C, predict the reaction product. The product is: [CH:2]1([C:7]2[NH:8][N:9]=[C:10]([NH:12][C:13]3[C:14]4[CH2:30][CH2:29][CH2:28][C:15]=4[N:16]=[C:17]([N:19]4[CH2:23][C@H:22]([OH:24])[CH2:21][C@H:20]4[C:25]([N:33]([CH3:34])[CH3:32])=[O:27])[N:18]=3)[CH:11]=2)[CH2:6][CH2:5][CH2:4][CH2:3]1. (4) Given the reactants [Cl:1][C:2]1[CH:11]=[CH:10][C:9]2[N:8]=[C:7]([CH3:12])[CH:6]=[CH:5][C:4]=2[C:3]=1[C:13]([OH:15])=O.[C:16]1([CH2:22][CH2:23][NH2:24])[CH:21]=[CH:20][CH:19]=[CH:18][CH:17]=1, predict the reaction product. The product is: [Cl:1][C:2]1[CH:11]=[CH:10][C:9]2[N:8]=[C:7]([CH3:12])[CH:6]=[CH:5][C:4]=2[C:3]=1[C:13]([NH:24][CH2:23][CH2:22][C:16]1[CH:21]=[CH:20][CH:19]=[CH:18][CH:17]=1)=[O:15]. (5) Given the reactants [CH3:1][O:2][C:3](=[O:36])[NH:4][C@H:5]([C:9]([N:11]1[CH2:15][CH2:14][CH2:13][C@H:12]1[C:16]1[NH:17][CH:18]=[C:19]([C:21]2[CH:26]=[CH:25][C:24](B3OC(C)(C)C(C)(C)O3)=[CH:23][CH:22]=2)[N:20]=1)=[O:10])[CH:6]([CH3:8])[CH3:7].Br[C:38]1[CH:43]=[CH:42][C:41]([NH2:44])=[CH:40][C:39]=1[O:45][C:46]([F:49])([F:48])[F:47].O.C(=O)([O-])[O-].[K+].[K+], predict the reaction product. The product is: [CH3:1][O:2][C:3](=[O:36])[NH:4][C@H:5]([C:9]([N:11]1[CH2:15][CH2:14][CH2:13][C@H:12]1[C:16]1[NH:17][CH:18]=[C:19]([C:21]2[CH:26]=[CH:25][C:24]([C:38]3[CH:43]=[CH:42][C:41]([NH2:44])=[CH:40][C:39]=3[O:45][C:46]([F:47])([F:48])[F:49])=[CH:23][CH:22]=2)[N:20]=1)=[O:10])[CH:6]([CH3:8])[CH3:7]. (6) Given the reactants [CH:1]1([S:4]([C:7]2[CH:12]=[CH:11][C:10]([CH:13]([CH2:18][CH:19]3[CH2:24][CH2:23][O:22][CH2:21][CH2:20]3)[C:14](=[O:17])[CH:15]=[CH2:16])=[CH:9][CH:8]=2)(=[O:6])=[O:5])[CH2:3][CH2:2]1.C(O)C.O1CCCC1.[Si:33]([O:50][CH2:51][C:52]1[S:56][C:55]([CH:57]=[O:58])=[N:54][N:53]=1)([C:46]([CH3:49])([CH3:48])[CH3:47])([C:40]1[CH:45]=[CH:44][CH:43]=[CH:42][CH:41]=1)[C:34]1[CH:39]=[CH:38][CH:37]=[CH:36][CH:35]=1, predict the reaction product. The product is: [Si:33]([O:50][CH2:51][C:52]1[S:56][C:55]([C:57](=[O:58])[CH2:16][CH2:15][C:14](=[O:17])[CH:13]([C:10]2[CH:9]=[CH:8][C:7]([S:4]([CH:1]3[CH2:3][CH2:2]3)(=[O:6])=[O:5])=[CH:12][CH:11]=2)[CH2:18][CH:19]2[CH2:24][CH2:23][O:22][CH2:21][CH2:20]2)=[N:54][N:53]=1)([C:46]([CH3:47])([CH3:48])[CH3:49])([C:34]1[CH:39]=[CH:38][CH:37]=[CH:36][CH:35]=1)[C:40]1[CH:45]=[CH:44][CH:43]=[CH:42][CH:41]=1. (7) Given the reactants [Cl:1][C:2]1[CH:3]=[C:4]([C:8]2([C:13]3[CH:14]=[C:15]([CH:18]=[O:19])[S:16][CH:17]=3)[CH2:12][CH2:11][CH2:10][NH:9]2)[CH:5]=[CH:6][CH:7]=1.[CH3:20][C:21]([O:24][C:25](O[C:25]([O:24][C:21]([CH3:23])([CH3:22])[CH3:20])=[O:26])=[O:26])([CH3:23])[CH3:22], predict the reaction product. The product is: [Cl:1][C:2]1[CH:3]=[C:4]([C:8]2([C:13]3[CH:14]=[C:15]([CH:18]=[O:19])[S:16][CH:17]=3)[CH2:12][CH2:11][CH2:10][N:9]2[C:25]([O:24][C:21]([CH3:23])([CH3:22])[CH3:20])=[O:26])[CH:5]=[CH:6][CH:7]=1.